This data is from Full USPTO retrosynthesis dataset with 1.9M reactions from patents (1976-2016). The task is: Predict the reactants needed to synthesize the given product. Given the product [NH2:9][C:5]1[C:6]([F:8])=[CH:7][C:2]([Cl:1])=[C:3]([OH:12])[CH:4]=1, predict the reactants needed to synthesize it. The reactants are: [Cl:1][C:2]1[CH:7]=[C:6]([F:8])[C:5]([N+:9]([O-])=O)=[CH:4][C:3]=1[OH:12].[Cl-].[Ca+2].[Cl-].O.